The task is: Predict which catalyst facilitates the given reaction.. This data is from Catalyst prediction with 721,799 reactions and 888 catalyst types from USPTO. (1) Reactant: [Cl:1][C:2]1[CH:3]=[C:4]([C:16]2[N:20]([C:21]3[CH:26]=[CH:25][C:24]([F:27])=[CH:23][CH:22]=3)[N:19]=[C:18]([NH2:28])[CH:17]=2)[CH:5]=[C:6]([CH2:8][O:9][C@H:10]([CH3:15])[C:11]([F:14])([F:13])[F:12])[CH:7]=1.[O:29]=[C:30]1[NH:34][CH2:33][C@@H:32]([C:35](O)=[O:36])[CH2:31]1.CCN=C=NCCCN(C)C.Cl. Product: [Cl:1][C:2]1[CH:3]=[C:4]([C:16]2[N:20]([C:21]3[CH:26]=[CH:25][C:24]([F:27])=[CH:23][CH:22]=3)[N:19]=[C:18]([NH:28][C:35]([C@H:32]3[CH2:31][C:30](=[O:29])[NH:34][CH2:33]3)=[O:36])[CH:17]=2)[CH:5]=[C:6]([CH2:8][O:9][C@H:10]([CH3:15])[C:11]([F:14])([F:12])[F:13])[CH:7]=1. The catalyst class is: 22. (2) Reactant: [CH3:1][S:2]([NH:5][C:6]1[CH:14]=[CH:13][CH:12]=[C:11]2[C:7]=1[CH:8]=[N:9][N:10]2[C:15]([C:22]1[CH:27]=[CH:26][C:25]([C:28]([F:31])([F:30])[F:29])=[CH:24][CH:23]=1)([CH2:20][CH3:21])[C:16](OC)=[O:17])(=[O:4])=[O:3].[H-].[Al+3].[Li+].[H-].[H-].[H-].Cl. Product: [OH:17][CH2:16][C:15]([N:10]1[C:11]2[C:7](=[C:6]([NH:5][S:2]([CH3:1])(=[O:4])=[O:3])[CH:14]=[CH:13][CH:12]=2)[CH:8]=[N:9]1)([C:22]1[CH:27]=[CH:26][C:25]([C:28]([F:29])([F:30])[F:31])=[CH:24][CH:23]=1)[CH2:20][CH3:21]. The catalyst class is: 1. (3) Reactant: CC1C=C(C=CC=1)O[C:6]1[N:11]=[CH:10][N:9]=[C:8]([NH:12][C:13]2[CH:18]=[CH:17][CH:16]=[C:15]([NH2:19])[N:14]=2)[CH:7]=1.NC1C=CC=C(N)N=1.[Cl:31]C1C=C(Cl)N=CN=1. Product: [Cl:31][C:6]1[N:11]=[CH:10][N:9]=[C:8]([NH:12][C:13]2[CH:18]=[CH:17][CH:16]=[C:15]([NH2:19])[N:14]=2)[CH:7]=1. The catalyst class is: 51.